Dataset: Catalyst prediction with 721,799 reactions and 888 catalyst types from USPTO. Task: Predict which catalyst facilitates the given reaction. (1) Reactant: [CH3:1][C@@H:2]1[CH2:6][CH2:5][CH2:4][N:3]1[CH2:7][CH2:8][C:9]1[CH:14]=[CH:13][C:12]([N+:15]([O-])=O)=[CH:11][CH:10]=1.N#N. Product: [CH3:1][C@@H:2]1[CH2:6][CH2:5][CH2:4][N:3]1[CH2:7][CH2:8][C:9]1[CH:10]=[CH:11][C:12]([NH2:15])=[CH:13][CH:14]=1. The catalyst class is: 19. (2) Product: [CH2:22]([O:21][C:19](=[O:20])[C:18]1[CH:17]=[CH:16][C:15]([CH3:24])=[CH:14][C:13]=1[O:12][CH2:10][CH3:11])[CH3:23]. The catalyst class is: 21. Reactant: C(O)(=O)C1C=CC=CC=1.[CH2:10]([O:12][C:13]1[CH:14]=[C:15]([CH2:24]C(O)=O)[CH:16]=[CH:17][C:18]=1[C:19]([O:21][CH2:22][CH3:23])=[O:20])[CH3:11].OC1C=C(C)C=CC=1C(O)=O.C(Br)C.C([O-])([O-])=O.[K+].[K+]. (3) Reactant: [H-].[Na+].[I-].[CH3:4][S+](C)(C)=O.[O:9]=[S:10]1(=[O:21])[CH2:14][CH2:13][CH2:12][N:11]1[C:15]([CH3:20])([CH3:19])[C:16](=[O:18])[CH3:17]. Product: [CH3:17][C:16]1([C:15]([N:11]2[CH2:12][CH2:13][CH2:14][S:10]2(=[O:21])=[O:9])([CH3:20])[CH3:19])[CH2:4][O:18]1. The catalyst class is: 16. (4) The catalyst class is: 60. Product: [F:17][C:14]1[CH:15]=[CH:16][C:11]2[N:12]([C:8]([C:6]3[N:5]=[C:4]([NH:18][C@@H:19]4[CH2:24][CH2:23][CH2:22][N:21]([C:25]([O:27][C:28]([CH3:31])([CH3:30])[CH3:29])=[O:26])[CH2:20]4)[CH:3]=[C:2]([NH:36][CH2:35][CH2:34][O:33][CH3:32])[N:7]=3)=[CH:9][N:10]=2)[CH:13]=1. Reactant: Cl[C:2]1[N:7]=[C:6]([C:8]2[N:12]3[CH:13]=[C:14]([F:17])[CH:15]=[CH:16][C:11]3=[N:10][CH:9]=2)[N:5]=[C:4]([NH:18][C@@H:19]2[CH2:24][CH2:23][CH2:22][N:21]([C:25]([O:27][C:28]([CH3:31])([CH3:30])[CH3:29])=[O:26])[CH2:20]2)[CH:3]=1.[CH3:32][O:33][CH2:34][CH2:35][NH2:36].C(OC(N1CCC[C@@H](NC2N=C(C3N4C=C(F)C=CC4=NC=3)N=C(N3CCN(C(OCC4C=CC=CC=4)=O)CC3)C=2)C1)=O)(C)(C)C. (5) Reactant: [CH2:1]([N:8]([CH2:25][C@H:26]([O:39][CH:40]([O:42][CH2:43][CH3:44])[CH3:41])[CH2:27]OS(C1C=CC(C)=CC=1)(=O)=O)[C@@H:9]([CH2:20][C:21]([O:23][CH3:24])=[O:22])[C:10]([O:12][CH2:13][C:14]1[CH:19]=[CH:18][CH:17]=[CH:16][CH:15]=1)=[O:11])[C:2]1[CH:7]=[CH:6][CH:5]=[CH:4][CH:3]=1.C1(C)C=CC=CC=1.C[Si](C)(C)[N-][Si](C)(C)C.[Li+]. Product: [CH2:1]([N:8]1[CH2:25][C@H:26]([O:39][CH:40]([O:42][CH2:43][CH3:44])[CH3:41])[CH2:27][C@H:20]([C:21]([O:23][CH3:24])=[O:22])[C@H:9]1[C:10]([O:12][CH2:13][C:14]1[CH:19]=[CH:18][CH:17]=[CH:16][CH:15]=1)=[O:11])[C:2]1[CH:3]=[CH:4][CH:5]=[CH:6][CH:7]=1. The catalyst class is: 7. (6) Reactant: [OH-].[K+].[CH3:3][N:4]([CH3:10])[CH2:5][CH2:6][CH2:7][NH:8][CH3:9].F[C:12]1[CH:17]=[CH:16][C:15]([N+:18]([O-:20])=[O:19])=[CH:14][CH:13]=1.Cl. Product: [CH3:3][N:4]([CH3:10])[CH2:5][CH2:6][CH2:7][N:8]([CH3:9])[C:12]1[CH:17]=[CH:16][C:15]([N+:18]([O-:20])=[O:19])=[CH:14][CH:13]=1. The catalyst class is: 58. (7) Reactant: [NH:1]1[CH2:6][CH2:5][CH:4]([O:7][C@H:8]2[CH2:13][CH2:12][C@H:11]([N:14]([S:21](=[O:24])(=[O:23])[NH2:22])[CH2:15][C:16](OCC)=[O:17])[CH2:10][CH2:9]2)[CH2:3][CH2:2]1.C[O-].[Na+:27]. Product: [O:17]=[C:16]1[CH2:15][N:14]([C@H:11]2[CH2:12][CH2:13][C@H:8]([O:7][CH:4]3[CH2:5][CH2:6][NH:1][CH2:2][CH2:3]3)[CH2:9][CH2:10]2)[S:21](=[O:24])(=[O:23])[N-:22]1.[Na+:27]. The catalyst class is: 5. (8) Reactant: [OH:1][C:2]1[C:3]([CH3:8])=[N:4][CH:5]=[CH:6][CH:7]=1.[H-].[Na+].[Cl:11][CH2:12][CH2:13][CH2:14]I.[Na+].[Cl-]. Product: [Cl:11][CH2:12][CH2:13][CH2:14][O:1][C:2]1[C:3]([CH3:8])=[N:4][CH:5]=[CH:6][CH:7]=1. The catalyst class is: 35. (9) Reactant: [N+:1]([O-:4])(O)=[O:2].[S:5]1(=[O:15])(=[O:14])[C:9]2[CH:10]=[CH:11][CH:12]=[CH:13][C:8]=2[CH:7]=[CH:6]1. Product: [N+:1]([C:11]1[CH:12]=[CH:13][C:8]2[CH:7]=[CH:6][S:5](=[O:15])(=[O:14])[C:9]=2[CH:10]=1)([O-:4])=[O:2]. The catalyst class is: 65. (10) Reactant: [CH3:1][C:2]1[CH:7]=[CH:6][C:5]([N+:8]([O-:10])=[O:9])=[CH:4][C:3]=1[C:11]([F:14])([F:13])[F:12].[Br:15]N1C(=O)CCC1=O.N(C(C)(C)C#N)=NC(C)(C)C#N. Product: [Br:15][CH2:1][C:2]1[CH:7]=[CH:6][C:5]([N+:8]([O-:10])=[O:9])=[CH:4][C:3]=1[C:11]([F:12])([F:13])[F:14]. The catalyst class is: 53.